This data is from Catalyst prediction with 721,799 reactions and 888 catalyst types from USPTO. The task is: Predict which catalyst facilitates the given reaction. (1) Reactant: Cl[CH2:2][C:3]1[N:12]([C:13]2[CH:18]=[CH:17][CH:16]=[CH:15][C:14]=2[Cl:19])[C:11](=[O:20])[C:10]2[C:5](=[CH:6][CH:7]=[CH:8][C:9]=2[CH3:21])[N:4]=1.O.[SH:23][C:24]1[N:32]=[CH:31][N:30]=[C:29]2[C:25]=1[NH:26][CH:27]=[N:28]2.C([O-])([O-])=O.[K+].[K+]. Product: [Cl:19][C:14]1[CH:15]=[CH:16][CH:17]=[CH:18][C:13]=1[N:12]1[C:11](=[O:20])[C:10]2[C:5](=[CH:6][CH:7]=[CH:8][C:9]=2[CH3:21])[N:4]=[C:3]1[CH2:2][S:23][C:24]1[N:32]=[CH:31][N:30]=[C:29]2[C:25]=1[N:26]=[CH:27][NH:28]2. The catalyst class is: 3. (2) Reactant: [CH2:1]([O:8][C:9]([N:11]1[CH2:16][CH2:15][CH2:14][C@@H:13]([CH:17]([NH:24][CH2:25][CH:26]=[CH2:27])[CH2:18][C:19](OCC)=[O:20])[CH2:12]1)=[O:10])[C:2]1[CH:7]=[CH:6][CH:5]=[CH:4][CH:3]=1.[BH4-].[Li+].O. Product: [CH2:1]([O:8][C:9]([N:11]1[CH2:16][CH2:15][CH2:14][C@@H:13]([CH:17]([NH:24][CH2:25][CH:26]=[CH2:27])[CH2:18][CH2:19][OH:20])[CH2:12]1)=[O:10])[C:2]1[CH:7]=[CH:6][CH:5]=[CH:4][CH:3]=1. The catalyst class is: 1.